The task is: Predict which catalyst facilitates the given reaction.. This data is from Catalyst prediction with 721,799 reactions and 888 catalyst types from USPTO. (1) Reactant: [NH2:1][C:2]1[CH:3]=[N:4][CH:5]=[CH:6][C:7]=1[N:8]1[CH2:13][CH2:12][CH2:11][C@H:10]([NH:14][C:15](=[O:21])[O:16][C:17]([CH3:20])([CH3:19])[CH3:18])[CH2:9]1.[C:22]([O:26][C:27]([NH:29][C:30]1[S:38][C:37]2[C:32](=[N:33][CH:34]=[C:35]([CH:39]3[CH2:44][CH2:43][O:42][CH2:41][CH2:40]3)[CH:36]=2)[C:31]=1[C:45](O)=[O:46])=[O:28])([CH3:25])([CH3:24])[CH3:23].CN(C(ON1N=NC2C=CC=NC1=2)=[N+](C)C)C.F[P-](F)(F)(F)(F)F.CCN(C(C)C)C(C)C. Product: [C:17]([O:16][C:15]([NH:14][C@H:10]1[CH2:11][CH2:12][CH2:13][N:8]([C:7]2[CH:6]=[CH:5][N:4]=[CH:3][C:2]=2[NH:1][C:45]([C:31]2[C:32]3=[N:33][CH:34]=[C:35]([CH:39]4[CH2:40][CH2:41][O:42][CH2:43][CH2:44]4)[CH:36]=[C:37]3[S:38][C:30]=2[NH:29][C:27](=[O:28])[O:26][C:22]([CH3:24])([CH3:23])[CH3:25])=[O:46])[CH2:9]1)=[O:21])([CH3:18])([CH3:20])[CH3:19]. The catalyst class is: 3. (2) Reactant: C(N(C(C)C)C(C)C)C.[F:10][C:11]1[CH:16]=[CH:15][CH:14]=[CH:13][C:12]=1[N:17]1[C:25]2[C:20](=[C:21]([N:26]3[CH2:30][CH2:29][N:28]([CH2:31][C:32]([OH:34])=O)[C:27]3=[O:35])[CH:22]=[CH:23][CH:24]=2)[CH:19]=[N:18]1.Cl.[CH2:37]([C@H:39]1[CH2:43][CH2:42][CH2:41][NH:40]1)[CH3:38].CN(C(ON1N=NC2C=CC=NC1=2)=[N+](C)C)C.F[P-](F)(F)(F)(F)F. Product: [CH2:37]([C@H:39]1[CH2:43][CH2:42][CH2:41][N:40]1[C:32](=[O:34])[CH2:31][N:28]1[CH2:29][CH2:30][N:26]([C:21]2[CH:22]=[CH:23][CH:24]=[C:25]3[C:20]=2[CH:19]=[N:18][N:17]3[C:12]2[CH:13]=[CH:14][CH:15]=[CH:16][C:11]=2[F:10])[C:27]1=[O:35])[CH3:38]. The catalyst class is: 7. (3) Reactant: [NH2:1][C:2]1[CH:11]=[C:10]2[C:5]([CH:6]([CH2:12][CH2:13][CH2:14][CH3:15])[O:7][C:8]2=[O:9])=[CH:4][CH:3]=1.[C:16]1(=[O:22])[O:21][C:19](=[O:20])[CH2:18][CH2:17]1. Product: [CH2:12]([CH:6]1[C:5]2[C:10](=[CH:11][C:2]([NH:1][C:16](=[O:22])[CH2:17][CH2:18][C:19]([OH:21])=[O:20])=[CH:3][CH:4]=2)[C:8](=[O:9])[O:7]1)[CH2:13][CH2:14][CH3:15]. The catalyst class is: 8. (4) Reactant: [NH2:1][C:2]1[O:3][CH:4]=[C:5]([C:7]([O:9]CC)=[O:8])[N:6]=1.[OH-].[Na+:13]. Product: [NH2:1][C:2]1[O:3][CH:4]=[C:5]([C:7]([O-:9])=[O:8])[N:6]=1.[Na+:13]. The catalyst class is: 36. (5) Reactant: [Br:1][C:2]1[CH:3]=[CH:4][C:5](/[N:8]=[CH:9]/N(C)C)=[N:6][CH:7]=1.Cl[CH2:14][C:15](=[O:17])[CH3:16].C([O-])(O)=O.[Na+]. Product: [Br:1][C:2]1[CH:3]=[CH:4][C:5]2[N:6]([C:14]([C:15](=[O:17])[CH3:16])=[CH:9][N:8]=2)[CH:7]=1. The catalyst class is: 378. (6) Reactant: C(N([C:15]1[N:16]([C:24]2[CH:29]=[CH:28][C:27]([Cl:30])=[CH:26][CH:25]=2)[N:17]=[C:18]2[C:23]=1[CH:22]=[CH:21][CH:20]=[CH:19]2)C(NC1CCCCC1)=O)CCC.[Cl:31][C:32]1[CH:33]=[C:34]([NH2:39])[CH:35]=[CH:36][C:37]=1[F:38]. Product: [Cl:31][C:32]1[CH:33]=[C:34]([NH:39][C:15]2[N:16]([C:24]3[CH:29]=[CH:28][C:27]([Cl:30])=[CH:26][CH:25]=3)[N:17]=[C:18]3[C:23]=2[CH:22]=[CH:21][CH:20]=[CH:19]3)[CH:35]=[CH:36][C:37]=1[F:38]. The catalyst class is: 60. (7) Reactant: [CH3:1][O:2][C:3]1[CH:4]=[C:5]([N:18]2[CH:22]=[CH:21][C:20]([NH2:23])=[N:19]2)[CH:6]=[CH:7][C:8]=1B1OC(C)(C)C(C)(C)O1.Cl[C:25]1[N:30]=[N:29][C:28]([N:31]([CH3:42])[CH:32]2[CH2:37][C:36]([CH3:39])([CH3:38])[NH:35][C:34]([CH3:41])([CH3:40])[CH2:33]2)=[CH:27][CH:26]=1.C([O-])(O)=O.[Na+].CCOCC. Product: [NH2:23][C:20]1[CH:21]=[CH:22][N:18]([C:5]2[CH:6]=[CH:7][C:8]([C:25]3[N:30]=[N:29][C:28]([N:31]([CH3:42])[CH:32]4[CH2:37][C:36]([CH3:38])([CH3:39])[NH:35][C:34]([CH3:41])([CH3:40])[CH2:33]4)=[CH:27][CH:26]=3)=[C:3]([O:2][CH3:1])[CH:4]=2)[N:19]=1. The catalyst class is: 70. (8) Reactant: [Br:1][C:2]1[C:3](F)=[C:4]2[C:10]([NH:11][C:12](=[O:14])[CH3:13])=[CH:9][NH:8][C:5]2=[N:6][CH:7]=1.CCN(C(C)C)C(C)C.[NH:25]1[CH2:29][CH2:28][C@H:27]([NH:30][C:31](=[O:37])[O:32][C:33]([CH3:36])([CH3:35])[CH3:34])[CH2:26]1. Product: [C:12]([NH:11][C:10]1[C:4]2[C:5](=[N:6][CH:7]=[C:2]([Br:1])[C:3]=2[N:25]2[CH2:29][CH2:28][C@H:27]([NH:30][C:31](=[O:37])[O:32][C:33]([CH3:35])([CH3:34])[CH3:36])[CH2:26]2)[NH:8][CH:9]=1)(=[O:14])[CH3:13]. The catalyst class is: 114. (9) Reactant: [Br:1][C:2]1[CH:13]=[N:12][C:5]2[NH:6][CH2:7][C@@H:8]([CH3:11])[NH:9][CH2:10][C:4]=2[CH:3]=1.C(N(CC)CC)C.[C:21](O[C:21]([O:23][C:24]([CH3:27])([CH3:26])[CH3:25])=[O:22])([O:23][C:24]([CH3:27])([CH3:26])[CH3:25])=[O:22]. Product: [Br:1][C:2]1[CH:13]=[N:12][C:5]2[NH:6][CH2:7][C@@H:8]([CH3:11])[N:9]([C:21]([O:23][C:24]([CH3:27])([CH3:26])[CH3:25])=[O:22])[CH2:10][C:4]=2[CH:3]=1. The catalyst class is: 23.